This data is from CYP2C19 inhibition data for predicting drug metabolism from PubChem BioAssay. The task is: Regression/Classification. Given a drug SMILES string, predict its absorption, distribution, metabolism, or excretion properties. Task type varies by dataset: regression for continuous measurements (e.g., permeability, clearance, half-life) or binary classification for categorical outcomes (e.g., BBB penetration, CYP inhibition). Dataset: cyp2c19_veith. (1) The molecule is COCC(=O)N1CCC2(CC1)CCN(c1ccncc1)CC2. The result is 0 (non-inhibitor). (2) The drug is O=C(O)[C@H]1C[C@@H]1[C@H](NP(=O)(c1ccccc1)c1ccccc1)c1ccccc1. The result is 0 (non-inhibitor). (3) The result is 0 (non-inhibitor). The molecule is Cc1ccc(C2C(C(=O)c3ccco3)=C(O)C(=O)N2c2nnc(C)s2)cc1. (4) The molecule is CCn1c(=O)[nH]c2ccccc21. The result is 0 (non-inhibitor). (5) The compound is C[N+]1(C)CCO[C@](O)(c2ccccc2)C1. The result is 0 (non-inhibitor). (6) The molecule is COc1ccc2c(C=Nc3c(C)n(C)n(-c4ccccc4)c3=O)c(O)n(Cc3ccco3)c(=O)c2c1. The result is 1 (inhibitor). (7) The result is 0 (non-inhibitor). The drug is CCCNC(C)(C)COC(=O)c1ccccc1. (8) The molecule is CCOc1ccc(CN(C(=O)c2oc3ccccc3c2C)C2CCS(=O)(=O)C2)cc1. The result is 1 (inhibitor). (9) The compound is CCN(CC)CCOc1ccc(/C(=C(\Cl)c2ccccc2)c2ccccc2)cc1.O=C(O)CC(O)(CC(=O)O)C(=O)O. The result is 0 (non-inhibitor). (10) The compound is O=C(CCS(=O)(=O)c1cccc2nsnc12)NC1CCCCC1. The result is 1 (inhibitor).